Regression. Given two drug SMILES strings and cell line genomic features, predict the synergy score measuring deviation from expected non-interaction effect. From a dataset of NCI-60 drug combinations with 297,098 pairs across 59 cell lines. (1) Drug 1: CC(CN1CC(=O)NC(=O)C1)N2CC(=O)NC(=O)C2. Drug 2: C1=CC(=CC=C1CC(C(=O)O)N)N(CCCl)CCCl.Cl. Cell line: NCI/ADR-RES. Synergy scores: CSS=19.3, Synergy_ZIP=0.654, Synergy_Bliss=5.89, Synergy_Loewe=0.100, Synergy_HSA=4.40. (2) Drug 1: CCCCCOC(=O)NC1=NC(=O)N(C=C1F)C2C(C(C(O2)C)O)O. Drug 2: CC(C)NC(=O)C1=CC=C(C=C1)CNNC.Cl. Cell line: RPMI-8226. Synergy scores: CSS=6.89, Synergy_ZIP=-0.377, Synergy_Bliss=8.29, Synergy_Loewe=1.76, Synergy_HSA=4.07.